This data is from Catalyst prediction with 721,799 reactions and 888 catalyst types from USPTO. The task is: Predict which catalyst facilitates the given reaction. (1) Reactant: [CH3:1][N:2]([CH3:14])[CH2:3][C:4]1[CH:9]=[C:8]([CH3:10])[C:7]([OH:11])=[C:6]([O:12][CH3:13])[CH:5]=1.[CH3:15][I:16]. Product: [I-:16].[CH3:14][N+:2]([CH3:15])([CH3:1])[CH2:3][C:4]1[CH:9]=[C:8]([CH3:10])[C:7]([OH:11])=[C:6]([O:12][CH3:13])[CH:5]=1. The catalyst class is: 12. (2) Reactant: [CH2:1]([O:8][C:9]1[CH:14]=[CH:13][N:12]=[CH:11][C:10]=1[C:15]1(O)[C:23]2[C:18](=[CH:19][CH:20]=[CH:21][CH:22]=2)[N:17]([CH2:24][CH2:25][CH2:26][CH2:27][CH3:28])[C:16]1=[O:29])[C:2]1[CH:7]=[CH:6][CH:5]=[CH:4][CH:3]=1.C([SiH](CC)CC)C.FC(F)(F)C(O)=O. Product: [CH2:1]([O:8][C:9]1[CH:14]=[CH:13][N:12]=[CH:11][C:10]=1[CH:15]1[C:23]2[C:18](=[CH:19][CH:20]=[CH:21][CH:22]=2)[N:17]([CH2:24][CH2:25][CH2:26][CH2:27][CH3:28])[C:16]1=[O:29])[C:2]1[CH:7]=[CH:6][CH:5]=[CH:4][CH:3]=1. The catalyst class is: 13. (3) Reactant: [N:1]1[CH:6]=[CH:5][CH:4]=[CH:3][C:2]=1[CH2:7][O:8][C:9]1[CH:14]=[CH:13][C:12]([C:15]2([C:22]3[CH:43]=[CH:42][C:25]([C:26]([NH:28][CH:29]4[CH2:34][CH2:33][N:32](C(OC(C)(C)C)=O)[CH2:31][CH2:30]4)=[O:27])=[CH:24][CH:23]=3)[CH2:20][CH:19]3[CH2:21][CH:16]2[CH2:17][CH2:18]3)=[CH:11][CH:10]=1.O. Product: [NH:32]1[CH2:31][CH2:30][CH:29]([NH:28][C:26](=[O:27])[C:25]2[CH:24]=[CH:23][C:22]([C:15]3([C:12]4[CH:13]=[CH:14][C:9]([O:8][CH2:7][C:2]5[CH:3]=[CH:4][CH:5]=[CH:6][N:1]=5)=[CH:10][CH:11]=4)[CH2:20][CH:19]4[CH2:21][CH:16]3[CH2:17][CH2:18]4)=[CH:43][CH:42]=2)[CH2:34][CH2:33]1. The catalyst class is: 89. (4) Reactant: [CH3:1][N:2]1[C:10](=[O:11])[C:9]2[N:8]([CH2:12][O:13][CH2:14][CH2:15][Si:16]([CH3:19])([CH3:18])[CH3:17])[C:7]([C:20]3[CH:21]=[N:22][NH:23][CH:24]=3)=[N:6][C:5]=2[N:4]([CH3:25])[C:3]1=[O:26].Br[CH2:28][C:29]#[C:30][C:31]1[CH:36]=[CH:35][CH:34]=[C:33]([F:37])[CH:32]=1.C([O-])([O-])=O.[K+].[K+]. Product: [F:37][C:33]1[CH:32]=[C:31]([C:30]#[C:29][CH2:28][N:23]2[CH:24]=[C:20]([C:7]3[N:8]([CH2:12][O:13][CH2:14][CH2:15][Si:16]([CH3:19])([CH3:17])[CH3:18])[C:9]4[C:10](=[O:11])[N:2]([CH3:1])[C:3](=[O:26])[N:4]([CH3:25])[C:5]=4[N:6]=3)[CH:21]=[N:22]2)[CH:36]=[CH:35][CH:34]=1. The catalyst class is: 21. (5) Reactant: [C:1]([O:5][C:6]([N:8]1[CH2:12][CH2:11][C@H:10]([NH2:13])[CH2:9]1)=[O:7])([CH3:4])([CH3:3])[CH3:2].[CH2:14]([N:21]1[CH2:31][CH2:30][C:24]2[N:25]=[CH:26][N:27]=[C:28](Cl)[C:23]=2[CH2:22]1)[C:15]1[CH:20]=[CH:19][CH:18]=[CH:17][CH:16]=1.C([O-])([O-])=O.[K+].[K+]. Product: [C:1]([O:5][C:6]([N:8]1[CH2:12][CH2:11][C@H:10]([NH:13][C:28]2[C:23]3[CH2:22][N:21]([CH2:14][C:15]4[CH:20]=[CH:19][CH:18]=[CH:17][CH:16]=4)[CH2:31][CH2:30][C:24]=3[N:25]=[CH:26][N:27]=2)[CH2:9]1)=[O:7])([CH3:4])([CH3:2])[CH3:3]. The catalyst class is: 37.